This data is from Reaction yield outcomes from USPTO patents with 853,638 reactions. The task is: Predict the reaction yield, written as a fraction of the theoretical maximum amount of product (1.0 means a 100% yield; for example, 0.34 means a 34% yield). (1) The reactants are [Cl:1][C:2]1[CH:3]=[C:4]([S:8]([NH:11][C:12]2[CH:20]=[CH:19][C:15]([C:16]([OH:18])=[O:17])=[C:14]([OH:21])[CH:13]=2)(=[O:10])=[O:9])[S:5][C:6]=1[Cl:7].[CH3:22][N:23]1[C:27]([CH2:28]O)=[CH:26][N:25]=[C:24]1[N+:30]([O-:32])=[O:31]. No catalyst specified. The product is [Cl:1][C:2]1[CH:3]=[C:4]([S:8]([NH:11][C:12]2[CH:20]=[CH:19][C:15]([C:16]([O:18][CH2:28][C:27]3[N:23]([CH3:22])[C:24]([N+:30]([O-:32])=[O:31])=[N:25][CH:26]=3)=[O:17])=[C:14]([OH:21])[CH:13]=2)(=[O:9])=[O:10])[S:5][C:6]=1[Cl:7]. The yield is 0.560. (2) The reactants are ClC(Cl)(Cl)[C:3]([C:5]1[NH:6][CH:7]=[C:8]([Cl:10])[CH:9]=1)=[O:4].[NH4+:13]. The catalyst is C1COCC1. The product is [Cl:10][C:8]1[CH:9]=[C:5]([C:3]([NH2:13])=[O:4])[NH:6][CH:7]=1. The yield is 0.920. (3) The reactants are [N:1]1([CH2:6][C@@H:7]([O:11][C:12]2[C:13]([N+:23]([O-])=O)=[C:14]3[C:19](=[CH:20][CH:21]=2)[C:18](=[O:22])[CH2:17][CH2:16][CH2:15]3)[CH:8]([CH3:10])[CH3:9])[CH:5]=[CH:4][N:3]=[CH:2]1.CO.C(O)(=O)C.C([O-])(O)=O.[Na+]. The catalyst is [Fe].CCOC(C)=O.O. The product is [NH2:23][C:13]1[C:12]([O:11][C@H:7]([CH2:6][N:1]2[CH:5]=[CH:4][N:3]=[CH:2]2)[CH:8]([CH3:10])[CH3:9])=[CH:21][CH:20]=[C:19]2[C:14]=1[CH2:15][CH2:16][CH2:17][C:18]2=[O:22]. The yield is 0.810.